This data is from Catalyst prediction with 721,799 reactions and 888 catalyst types from USPTO. The task is: Predict which catalyst facilitates the given reaction. Reactant: [Cl:1][C:2]1[CH:3]=[CH:4][C:5]([SH:11])=[C:6]([CH:10]=1)[C:7]([OH:9])=O.[C:12]([C:14]1[CH:19]=[CH:18][CH:17]=[CH:16][N:15]=1)#[N:13]. Product: [Cl:1][C:2]1[CH:3]=[CH:4][C:5]2[S:11][C:12]([C:14]3[CH:19]=[CH:18][CH:17]=[CH:16][N:15]=3)=[N:13][C:7](=[O:9])[C:6]=2[CH:10]=1. The catalyst class is: 17.